From a dataset of Forward reaction prediction with 1.9M reactions from USPTO patents (1976-2016). Predict the product of the given reaction. (1) Given the reactants [CH2:1]([C@H:3]([NH:10][C:11]([C:13]1[C:22]2[C:17](=[CH:18][CH:19]=[CH:20][CH:21]=2)[N:16]=[C:15]([C:23]2[CH:28]=[CH:27][CH:26]=[CH:25][CH:24]=2)[C:14]=1[O:29][CH2:30][C:31](OCC)=[O:32])=[O:12])[C:4]1[CH:9]=[CH:8][CH:7]=[CH:6][CH:5]=1)[CH3:2].[BH4-].[Na+].CO, predict the reaction product. The product is: [CH2:1]([C@H:3]([NH:10][C:11]([C:13]1[C:22]2[C:17](=[CH:18][CH:19]=[CH:20][CH:21]=2)[N:16]=[C:15]([C:23]2[CH:24]=[CH:25][CH:26]=[CH:27][CH:28]=2)[C:14]=1[O:29][CH2:30][CH2:31][OH:32])=[O:12])[C:4]1[CH:9]=[CH:8][CH:7]=[CH:6][CH:5]=1)[CH3:2]. (2) The product is: [OH:3][C:4]1[CH:5]=[CH:6][C:7](/[CH:8]=[CH:40]/[C:39]2[CH:42]=[C:43]([OH:45])[CH:44]=[C:37]([OH:36])[CH:38]=2)=[CH:28][CH:29]=1. Given the reactants [Br-].C[O:3][C:4]1[CH:29]=[CH:28][C:7]([CH2:8][P+](C2C=CC=CC=2)(C2C=CC=CC=2)C2C=CC=CC=2)=[CH:6][CH:5]=1.C([Li])CCC.C[O:36][C:37]1[CH:38]=[C:39]([CH:42]=[C:43]([O:45]C)[CH:44]=1)[CH:40]=O.O, predict the reaction product. (3) Given the reactants [CH3:1][C:2]1[CH:7]=[C:6]([CH3:8])[N:5]=[C:4](OS(C(F)(F)F)(=O)=O)[CH:3]=1.N1C=CC=CC=1.[N+:23]([C:26]1[CH:31]=[CH:30][C:29]([NH:32][CH2:33][CH2:34][NH2:35])=[CH:28][CH:27]=1)([O-:25])=[O:24], predict the reaction product. The product is: [CH3:1][C:2]1[CH:7]=[C:6]([CH3:8])[N:5]=[C:4]([NH:35][CH2:34][CH2:33][NH:32][C:29]2[CH:28]=[CH:27][C:26]([N+:23]([O-:25])=[O:24])=[CH:31][CH:30]=2)[CH:3]=1. (4) Given the reactants FC(F)(F)C(OC(=O)C(F)(F)F)=O.[Br:14][CH2:15][CH2:16][CH2:17][CH2:18][C:19]([OH:21])=[O:20].[C:22](O)([CH3:25])([CH3:24])[CH3:23].O, predict the reaction product. The product is: [C:22]([O:20][C:19](=[O:21])[CH2:18][CH2:17][CH2:16][CH2:15][Br:14])([CH3:25])([CH3:24])[CH3:23]. (5) Given the reactants [CH3:1][S:2][C:3](SC)=[N:4][S:5]([C:8]1[CH:13]=[CH:12][C:11]([C:14]([C:27]2[CH:32]=[CH:31][CH:30]=[CH:29][CH:28]=2)([C:21]2[CH:26]=[CH:25][CH:24]=[CH:23][CH:22]=2)[O:15][SiH2:16][C:17]([CH3:20])([CH3:19])[CH3:18])=[CH:10][CH:9]=1)(=[O:7])=[O:6].[CH2:35]1[C:39]2([CH2:43][CH2:42][CH2:41][CH2:40]2)[CH2:38][N:37]=[N:36]1, predict the reaction product. The product is: [C:17]([SiH2:16][O:15][C:14]([C:27]1[CH:28]=[CH:29][CH:30]=[CH:31][CH:32]=1)([C:21]1[CH:22]=[CH:23][CH:24]=[CH:25][CH:26]=1)[C:11]1[CH:10]=[CH:9][C:8]([S:5]([N:4]=[C:3]([N:36]2[N:37]=[CH:38][C:39]3([CH2:43][CH2:42][CH2:41][CH2:40]3)[CH2:35]2)[S:2][CH3:1])(=[O:7])=[O:6])=[CH:13][CH:12]=1)([CH3:20])([CH3:18])[CH3:19]. (6) Given the reactants C[O:2][C:3](=[O:12])[C:4]1[CH:9]=[CH:8][CH:7]=[C:6]([CH2:10]Br)[CH:5]=1.[NH:13]1[CH2:18][CH2:17][CH:16]([C:19]2[C:27]3[C:22](=[CH:23][CH:24]=[CH:25][CH:26]=3)[N:21]([CH2:28][C:29]3[CH:30]=[N:31][CH:32]=[CH:33][CH:34]=3)[CH:20]=2)[CH2:15][CH2:14]1.C(N(CC)CC)C, predict the reaction product. The product is: [N:31]1[CH:32]=[CH:33][CH:34]=[C:29]([CH2:28][N:21]2[C:22]3[C:27](=[CH:26][CH:25]=[CH:24][CH:23]=3)[C:19]([CH:16]3[CH2:17][CH2:18][N:13]([CH2:10][C:6]4[CH:5]=[C:4]([CH:9]=[CH:8][CH:7]=4)[C:3]([OH:2])=[O:12])[CH2:14][CH2:15]3)=[CH:20]2)[CH:30]=1. (7) Given the reactants CS([O:5][CH2:6][CH:7]1[CH2:12][CH2:11][N:10]([C:13]([O:15][C:16]([CH3:19])([CH3:18])[CH3:17])=[O:14])[CH2:9][CH2:8]1)(=O)=O.[NH2:20][C:21]1[C:26](O)=[CH:25][CH:24]=[CH:23][N:22]=1.C([O-])([O-])=O.[Cs+].[Cs+].C(Cl)Cl.CO, predict the reaction product. The product is: [NH2:20][C:21]1[C:26]([O:5][CH2:6][CH:7]2[CH2:12][CH2:11][N:10]([C:13]([O:15][C:16]([CH3:19])([CH3:18])[CH3:17])=[O:14])[CH2:9][CH2:8]2)=[CH:25][CH:24]=[CH:23][N:22]=1.